Dataset: NCI-60 drug combinations with 297,098 pairs across 59 cell lines. Task: Regression. Given two drug SMILES strings and cell line genomic features, predict the synergy score measuring deviation from expected non-interaction effect. (1) Drug 1: C1CCN(CC1)CCOC2=CC=C(C=C2)C(=O)C3=C(SC4=C3C=CC(=C4)O)C5=CC=C(C=C5)O. Drug 2: C1C(C(OC1N2C=NC(=NC2=O)N)CO)O. Cell line: SR. Synergy scores: CSS=25.5, Synergy_ZIP=-4.53, Synergy_Bliss=-1.17, Synergy_Loewe=-10.7, Synergy_HSA=-2.39. (2) Drug 1: COC1=C(C=C2C(=C1)N=CN=C2NC3=CC(=C(C=C3)F)Cl)OCCCN4CCOCC4. Drug 2: C#CCC(CC1=CN=C2C(=N1)C(=NC(=N2)N)N)C3=CC=C(C=C3)C(=O)NC(CCC(=O)O)C(=O)O. Cell line: NCI-H226. Synergy scores: CSS=22.3, Synergy_ZIP=0.120, Synergy_Bliss=0.198, Synergy_Loewe=1.03, Synergy_HSA=0.439. (3) Drug 1: CC12CCC3C(C1CCC2=O)CC(=C)C4=CC(=O)C=CC34C. Drug 2: C(CCl)NC(=O)N(CCCl)N=O. Cell line: COLO 205. Synergy scores: CSS=64.5, Synergy_ZIP=0.548, Synergy_Bliss=3.94, Synergy_Loewe=0.696, Synergy_HSA=2.22. (4) Drug 1: CC1=C2C(C(=O)C3(C(CC4C(C3C(C(C2(C)C)(CC1OC(=O)C(C(C5=CC=CC=C5)NC(=O)OC(C)(C)C)O)O)OC(=O)C6=CC=CC=C6)(CO4)OC(=O)C)O)C)O. Drug 2: CC=C1C(=O)NC(C(=O)OC2CC(=O)NC(C(=O)NC(CSSCCC=C2)C(=O)N1)C(C)C)C(C)C. Cell line: HCT116. Synergy scores: CSS=55.8, Synergy_ZIP=2.60, Synergy_Bliss=5.56, Synergy_Loewe=-26.0, Synergy_HSA=2.12. (5) Drug 1: C1=NC2=C(N1)C(=S)N=CN2. Drug 2: CN(CCCl)CCCl.Cl. Cell line: A498. Synergy scores: CSS=22.6, Synergy_ZIP=-4.96, Synergy_Bliss=-1.59, Synergy_Loewe=-0.0590, Synergy_HSA=-0.0127. (6) Drug 1: CS(=O)(=O)CCNCC1=CC=C(O1)C2=CC3=C(C=C2)N=CN=C3NC4=CC(=C(C=C4)OCC5=CC(=CC=C5)F)Cl. Drug 2: CCC1(CC2CC(C3=C(CCN(C2)C1)C4=CC=CC=C4N3)(C5=C(C=C6C(=C5)C78CCN9C7C(C=CC9)(C(C(C8N6C)(C(=O)OC)O)OC(=O)C)CC)OC)C(=O)OC)O.OS(=O)(=O)O. Cell line: K-562. Synergy scores: CSS=27.6, Synergy_ZIP=17.9, Synergy_Bliss=26.8, Synergy_Loewe=19.2, Synergy_HSA=21.4.